Dataset: Reaction yield outcomes from USPTO patents with 853,638 reactions. Task: Predict the reaction yield, written as a fraction of the theoretical maximum amount of product (1.0 means a 100% yield; for example, 0.34 means a 34% yield). The reactants are [OH:1][C:2]1[CH:3]=[C:4](/[CH:8]=[CH:9]/[CH2:10][N:11]2[CH:15]=[CH:14][CH:13]=[C:12]2[C:16]([C:18]2[CH:23]=[CH:22][C:21]([CH3:24])=[CH:20][CH:19]=2)=[O:17])[CH:5]=[CH:6][CH:7]=1.C(=O)([O-])[O-].[K+].[K+].Br[CH2:32][CH2:33][CH2:34][C:35]([O:37][CH2:38][CH3:39])=[O:36].C(=O)([O-])O.[Na+]. The catalyst is CN(C)C=O. The product is [CH3:24][C:21]1[CH:20]=[CH:19][C:18]([C:16]([C:12]2[N:11]([CH2:10]/[CH:9]=[CH:8]/[C:4]3[CH:3]=[C:2]([CH:7]=[CH:6][CH:5]=3)[O:1][CH2:32][CH2:33][CH2:34][C:35]([O:37][CH2:38][CH3:39])=[O:36])[CH:15]=[CH:14][CH:13]=2)=[O:17])=[CH:23][CH:22]=1. The yield is 0.810.